Dataset: Full USPTO retrosynthesis dataset with 1.9M reactions from patents (1976-2016). Task: Predict the reactants needed to synthesize the given product. (1) Given the product [C:1]([O:5][C:6](=[O:7])[NH:8][C@@H:9]([CH2:13][C:14]1[CH:19]=[CH:18][C:17]([O:20][CH2:21][CH2:22][CH2:23][CH:24]2[CH2:29][CH2:28][N:27]([C:30]3[O:34][N:33]=[C:32]([CH:35]([CH3:37])[CH3:36])[N:31]=3)[CH2:26][CH2:25]2)=[CH:16][CH:15]=1)[C:10](=[O:12])[N:52]1[CH2:51][CH2:50][CH2:49][CH2:47]1)([CH3:4])([CH3:2])[CH3:3], predict the reactants needed to synthesize it. The reactants are: [C:1]([O:5][C:6]([NH:8][C@@H:9]([CH2:13][C:14]1[CH:19]=[CH:18][C:17]([O:20][CH2:21][CH2:22][CH2:23][CH:24]2[CH2:29][CH2:28][N:27]([C:30]3[O:34][N:33]=[C:32]([CH:35]([CH3:37])[CH3:36])[N:31]=3)[CH2:26][CH2:25]2)=[CH:16][CH:15]=1)[C:10]([OH:12])=O)=[O:7])([CH3:4])([CH3:3])[CH3:2].CN(C(ON1N=NC2[CH:49]=[CH:50][CH:51]=[N:52][C:47]1=2)=[N+](C)C)C.F[P-](F)(F)(F)(F)F.CCN(C(C)C)C(C)C.N1CCCC1. (2) Given the product [CH2:12]([N:19]1[C:23](=[O:24])[C:22](=[C:25]2[N:29]([CH3:30])[C:28]3[CH:31]=[CH:32][CH:33]=[CH:34][C:27]=3[S:26]2)[S:21][C:20]1=[N:37][C:38]1[CH:43]=[CH:42][CH:41]=[CH:40][CH:39]=1)[C:13]1[CH:18]=[CH:17][CH:16]=[CH:15][CH:14]=1, predict the reactants needed to synthesize it. The reactants are: C1(C)C=CC(S([O-])(=O)=O)=CC=1.[CH2:12]([N:19]1[C:23](=[O:24])[C:22](=[C:25]2[N:29]([CH3:30])[C:28]3[CH:31]=[CH:32][CH:33]=[CH:34][C:27]=3[S:26]2)[S:21][CH2+:20]1SC)[C:13]1[CH:18]=[CH:17][CH:16]=[CH:15][CH:14]=1.[NH2:37][C:38]1[CH:43]=[CH:42][CH:41]=[CH:40][CH:39]=1. (3) Given the product [C:12]1([NH:10][S:7]([C:1]2[CH:6]=[CH:5][CH:4]=[CH:3][CH:2]=2)(=[O:9])=[O:8])[CH:17]=[CH:16][CH:15]=[CH:14][CH:13]=1, predict the reactants needed to synthesize it. The reactants are: [C:1]1([S:7]([NH2:10])(=[O:9])=[O:8])[CH:6]=[CH:5][CH:4]=[CH:3][CH:2]=1.I[C:12]1[CH:17]=[CH:16][CH:15]=[CH:14][CH:13]=1.C(=O)([O-])[O-].[Cs+].[Cs+]. (4) Given the product [CH3:19][N:8]([CH:5]1[CH2:6][CH2:7][C:2](=[O:1])[CH2:3][CH2:4]1)[C:9](=[O:18])[O:10][CH2:11][C:12]1[CH:13]=[CH:14][CH:15]=[CH:16][CH:17]=1, predict the reactants needed to synthesize it. The reactants are: [O:1]=[C:2]1[CH2:7][CH2:6][CH:5]([NH:8][C:9](=[O:18])[O:10][CH2:11][C:12]2[CH:17]=[CH:16][CH:15]=[CH:14][CH:13]=2)[CH2:4][CH2:3]1.[CH3:19][Si](C)(C)[N-][Si](C)(C)C.[Li+].IC. (5) Given the product [F:1][C:2]1[CH:3]=[C:4]([CH2:23][CH:24]([CH3:30])[C:25]([OH:27])=[O:26])[CH:5]=[CH:6][C:7]=1[O:8][CH2:9][C:10]1[CH:15]=[CH:14][CH:13]=[C:12]([O:16][C:17]2[CH:22]=[CH:21][CH:20]=[CH:19][CH:18]=2)[CH:11]=1, predict the reactants needed to synthesize it. The reactants are: [F:1][C:2]1[CH:3]=[C:4]([CH2:23][CH:24]([CH3:30])[C:25]([O:27]CC)=[O:26])[CH:5]=[CH:6][C:7]=1[O:8][CH2:9][C:10]1[CH:15]=[CH:14][CH:13]=[C:12]([O:16][C:17]2[CH:22]=[CH:21][CH:20]=[CH:19][CH:18]=2)[CH:11]=1.[OH-].[Na+].Cl. (6) Given the product [C:1]1([C:7]2[CH:8]=[CH:9][C:10]3[N:11]([C:27]4[C:32]5[S:33][C:34]6[CH:39]=[CH:38][CH:37]=[CH:36][C:35]=6[C:31]=5[CH:30]=[CH:29][N:28]=4)[C:12]4[C:17]([C:18]=3[CH:19]=2)=[CH:16][C:15]([C:20]2[CH:21]=[CH:22][CH:23]=[CH:24][CH:25]=2)=[CH:14][CH:13]=4)[CH:6]=[CH:5][CH:4]=[CH:3][CH:2]=1, predict the reactants needed to synthesize it. The reactants are: [C:1]1([C:7]2[CH:8]=[CH:9][C:10]3[NH:11][C:12]4[C:17]([C:18]=3[CH:19]=2)=[CH:16][C:15]([C:20]2[CH:25]=[CH:24][CH:23]=[CH:22][CH:21]=2)=[CH:14][CH:13]=4)[CH:6]=[CH:5][CH:4]=[CH:3][CH:2]=1.Cl[C:27]1[C:32]2[S:33][C:34]3[CH:39]=[CH:38][CH:37]=[CH:36][C:35]=3[C:31]=2[CH:30]=[CH:29][N:28]=1.CC([O-])(C)C.[Na+].C1(P(C2CCCCC2)C2C=CC=CC=2C2C(OC)=CC=CC=2OC)CCCCC1. (7) Given the product [CH2:5]1[C:6]2[NH:7][C:8]3[CH:9]=[CH:10][CH:11]=[C:12]4[C:15](=[O:17])[NH:24][N:25]=[C:2]([C:14]=2[C:13]=34)[CH2:3][CH2:4]1, predict the reactants needed to synthesize it. The reactants are: O=[C:2]1[C:14]2[C:13]3[C:12]([C:15]([O:17]C)=O)=[CH:11][CH:10]=[CH:9][C:8]=3[NH:7][C:6]=2[CH2:5][CH2:4][CH2:3]1.C(O)(=O)C.O.[NH2:24][NH2:25]. (8) Given the product [F:40][C:38]1[CH:37]=[CH:36][C:34]2[N:35]=[C:31]([O:1][C:2]3[CH:7]=[CH:6][C:5]([C:8]4[CH:12]=[C:11]([C:13]([NH:15][CH:16]([CH:21]([CH3:23])[CH3:22])[C:17]([O:19][CH3:20])=[O:18])=[O:14])[O:10][N:9]=4)=[CH:4][CH:3]=3)[S:32][C:33]=2[CH:39]=1, predict the reactants needed to synthesize it. The reactants are: [OH:1][C:2]1[CH:7]=[CH:6][C:5]([C:8]2[CH:12]=[C:11]([C:13]([NH:15][CH:16]([CH:21]([CH3:23])[CH3:22])[C:17]([O:19][CH3:20])=[O:18])=[O:14])[O:10][N:9]=2)=[CH:4][CH:3]=1.C(=O)([O-])[O-].[Cs+].[Cs+].Cl[C:31]1[S:32][C:33]2[CH:39]=[C:38]([F:40])[CH:37]=[CH:36][C:34]=2[N:35]=1. (9) Given the product [NH2:5][C:4]1[CH:6]=[CH:7][C:8]([S:9]([OH:12])(=[O:11])=[O:10])=[C:2]([Cl:1])[CH:3]=1, predict the reactants needed to synthesize it. The reactants are: [Cl:1][C:2]1[CH:3]=[C:4]([CH:6]=[CH:7][CH:8]=1)[NH2:5].[S:9](=O)(=[O:12])([OH:11])[OH:10].